This data is from Catalyst prediction with 721,799 reactions and 888 catalyst types from USPTO. The task is: Predict which catalyst facilitates the given reaction. (1) Reactant: [F:1][C:2]1([F:17])[CH2:5][CH:4]([NH:6][C:7]2[N:16]=[CH:15][CH:14]=[CH:13][C:8]=2[C:9]([O:11][CH3:12])=[O:10])[CH2:3]1.[Cl:18]N1C(=O)CCC1=O.CN(C=O)C.Cl. Product: [Cl:18][C:14]1[CH:15]=[N:16][C:7]([NH:6][CH:4]2[CH2:3][C:2]([F:1])([F:17])[CH2:5]2)=[C:8]([CH:13]=1)[C:9]([O:11][CH3:12])=[O:10]. The catalyst class is: 6. (2) Reactant: [CH3:1][N:2]1[CH2:6][CH2:5][NH:4][C:3]1=[O:7].[Cl:8][C:9]1[N:14]=[CH:13][C:12]2[C:15](I)=[N:16][N:17]([CH:18]([CH3:20])[CH3:19])[C:11]=2[CH:10]=1.C1(P(C2C=CC=CC=2)C2C3OC4C(=CC=CC=4P(C4C=CC=CC=4)C4C=CC=CC=4)C(C)(C)C=3C=CC=2)C=CC=CC=1.C(=O)([O-])[O-].[Cs+].[Cs+]. Product: [Cl:8][C:9]1[N:14]=[CH:13][C:12]2[C:15]([N:4]3[CH2:5][CH2:6][N:2]([CH3:1])[C:3]3=[O:7])=[N:16][N:17]([CH:18]([CH3:20])[CH3:19])[C:11]=2[CH:10]=1. The catalyst class is: 62. (3) Reactant: [CH3:1][P:2](=[O:7])([O:5][CH3:6])[O:3][CH3:4].[Li]CCCC.[Si:13]([O:20][CH2:21][CH:22]1[CH2:27][CH2:26][CH:25]([C:28](OCC)=[O:29])[CH2:24][CH2:23]1)([C:16]([CH3:19])([CH3:18])[CH3:17])([CH3:15])[CH3:14]. Product: [Si:13]([O:20][CH2:21][CH:22]1[CH2:23][CH2:24][CH:25]([C:28](=[O:29])[CH2:1][P:2](=[O:7])([O:5][CH3:6])[O:3][CH3:4])[CH2:26][CH2:27]1)([C:16]([CH3:19])([CH3:18])[CH3:17])([CH3:15])[CH3:14]. The catalyst class is: 1. (4) Reactant: [Cl:1][CH2:2][CH2:3][N:4]([CH2:16][CH2:17][Cl:18])[C:5]1[CH:10]=[CH:9][C:8]([CH2:11][C:12]([O:14]C)=[O:13])=[CH:7][CH:6]=1.[Li+].[OH-].O.Cl. Product: [Cl:1][CH2:2][CH2:3][N:4]([CH2:16][CH2:17][Cl:18])[C:5]1[CH:6]=[CH:7][C:8]([CH2:11][C:12]([OH:14])=[O:13])=[CH:9][CH:10]=1. The catalyst class is: 1. (5) Reactant: C([O-])(=O)C(C(C([O-])=O)O)[OH:3].[NH2:11][CH2:12][CH:13]([CH2:22][CH:23]([CH3:25])[CH3:24])[CH2:14][C:15](N(CC)CC)=[O:16].[OH-].[Na+].[OH-].[K+].Cl. Product: [CH3:24][CH:23]([CH2:22][C@H:13]([CH2:12][NH2:11])[CH2:14][C:15]([OH:16])=[O:3])[CH3:25]. The catalyst class is: 229. (6) Reactant: [CH2:1]([N:4]1[C:8]2[C:9]([O:17][C@H:18]3[CH2:22][N:21](C(OC(C)(C)C)=O)[C@H:20]([C:30]([O:32][CH3:33])=[O:31])[CH2:19]3)=[N:10][C:11]3[CH:12]=[CH:13][CH:14]=[CH:15][C:16]=3[C:7]=2[C:6]([CH3:34])=[CH:5]1)[CH:2]=[CH2:3]. Product: [CH2:1]([N:4]1[C:8]2[C:9]([O:17][C@H:18]3[CH2:22][NH:21][C@H:20]([C:30]([O:32][CH3:33])=[O:31])[CH2:19]3)=[N:10][C:11]3[CH:12]=[CH:13][CH:14]=[CH:15][C:16]=3[C:7]=2[C:6]([CH3:34])=[CH:5]1)[CH:2]=[CH2:3]. The catalyst class is: 390. (7) Reactant: [CH:1]1([NH:6][C:7]2[CH:8]=[CH:9][CH:10]=[C:11]3[C:15]=2[NH:14][C:13]([C:16]2[S:17][CH2:18][C@@H:19]([CH2:21][OH:22])[N:20]=2)=[CH:12]3)[CH2:5][CH2:4][CH2:3][CH2:2]1.[CH3:23][S:24](Cl)(=[O:26])=[O:25].C(N(CC)CC)C.C(=O)(O)[O-].[Na+]. Product: [CH:1]1([NH:6][C:7]2[CH:8]=[CH:9][CH:10]=[C:11]3[C:15]=2[NH:14][C:13]([C:16]2[S:17][CH2:18][C@@H:19]([CH2:21][O:22][S:24]([CH3:23])(=[O:26])=[O:25])[N:20]=2)=[CH:12]3)[CH2:2][CH2:3][CH2:4][CH2:5]1. The catalyst class is: 4. (8) Reactant: [CH3:1][N:2]1[C:6](/[C:7](=[N:14]\[O:15][CH2:16][C:17]2[N:22]=[C:21]([NH2:23])[CH:20]=[CH:19][CH:18]=2)/[C:8]2[CH:13]=[CH:12][CH:11]=[CH:10][CH:9]=2)=[N:5][N:4]=[N:3]1.[C:24](Cl)(=O)[O:25]C1C=CC(F)=CC=1.N1C=CC=CC=1.[OH:41]/[N:42]=[C:43](/[CH2:45][CH3:46])\[CH3:44]. Product: [CH3:44][C:43](=[N:42][O:41][C:24]([NH:23][C:21]1[CH:20]=[CH:19][CH:18]=[C:17]([CH2:16][O:15]/[N:14]=[C:7](\[C:6]2[N:2]([CH3:1])[N:3]=[N:4][N:5]=2)/[C:8]2[CH:9]=[CH:10][CH:11]=[CH:12][CH:13]=2)[N:22]=1)=[O:25])[CH2:45][CH3:46]. The catalyst class is: 10. (9) Reactant: O/[CH:2]=[C:3]1\[C:4](=[O:13])[NH:5][C:6]2[C:11]\1=[CH:10][C:9]([F:12])=[CH:8][CH:7]=2.O/C=C1\C(=O)NC2C\1=CC=CC=2.[NH2:26][C:27]1[CH:31]=[C:30]([C:32]2[O:33][CH:34]=[CH:35][CH:36]=2)[NH:29][N:28]=1.NC1C=CNN=1. Product: [F:12][C:9]1[CH:10]=[C:11]2[C:6](=[CH:7][CH:8]=1)[NH:5][C:4](=[O:13])[C:3]2=[CH:2][NH:26][C:27]1[CH:31]=[C:30]([C:32]2[O:33][CH:34]=[CH:35][CH:36]=2)[NH:29][N:28]=1. The catalyst class is: 7. (10) Reactant: CC(C)([O-])C.[K+].[Cl:7][C:8]1[N:13]=[CH:12][C:11]2[C:14]([CH3:18])([CH3:17])[CH2:15][NH:16][C:10]=2[CH:9]=1.[C:19](O[C:19]([O:21][C:22]([CH3:25])([CH3:24])[CH3:23])=[O:20])([O:21][C:22]([CH3:25])([CH3:24])[CH3:23])=[O:20]. Product: [C:22]([O:21][C:19]([N:16]1[C:10]2[CH:9]=[C:8]([Cl:7])[N:13]=[CH:12][C:11]=2[C:14]([CH3:18])([CH3:17])[CH2:15]1)=[O:20])([CH3:25])([CH3:24])[CH3:23]. The catalyst class is: 1.